Task: Predict the reaction yield, written as a fraction of the theoretical maximum amount of product (1.0 means a 100% yield; for example, 0.34 means a 34% yield).. Dataset: Reaction yield outcomes from USPTO patents with 853,638 reactions (1) The reactants are [C:1]([C:5]1[CH:9]=[C:8]([NH:10][C:11]([NH:13][C:14]2[CH:19]=[CH:18][C:17]([Cl:20])=[CH:16][CH:15]=2)=[O:12])[N:7]([C:21]2[CH:22]=[C:23]([CH:29]=[CH:30][CH:31]=2)[C:24](OCC)=O)[N:6]=1)([CH3:4])([CH3:3])[CH3:2].O=S(Cl)[Cl:34]. The catalyst is C(Cl)(Cl)Cl. The product is [C:1]([C:5]1[CH:9]=[C:8]([NH:10][C:11]([NH:13][C:14]2[CH:19]=[CH:18][C:17]([Cl:20])=[CH:16][CH:15]=2)=[O:12])[N:7]([C:21]2[CH:31]=[CH:30][CH:29]=[C:23]([CH2:24][Cl:34])[CH:22]=2)[N:6]=1)([CH3:4])([CH3:3])[CH3:2]. The yield is 0.970. (2) The reactants are [CH:1]1[CH:6]=[CH:5][C:4]([CH2:7][C@H:8]([NH2:12])[C:9]([OH:11])=[O:10])=[CH:3][CH:2]=1.C([O-])(O)=O.[Na+].Cl[C:19]([O:21][CH3:22])=[O:20].Cl. The catalyst is C1COCC1. The product is [CH3:22][O:21][C:19]([NH:12][C@H:8]([C:9]([OH:11])=[O:10])[CH:7]([C:1]1[CH:6]=[CH:5][CH:4]=[CH:3][CH:2]=1)[C:4]1[CH:3]=[CH:2][CH:1]=[CH:6][CH:5]=1)=[O:20]. The yield is 0.990. (3) The yield is 0.296. No catalyst specified. The product is [Cl:1][C:2]1[N:3]=[C:4]([NH:22][CH2:20][CH3:21])[C:5]2[CH2:10][O:9][CH:8]([C:11]3[CH:16]=[CH:15][C:14]([F:17])=[CH:13][CH:12]=3)[C:6]=2[N:7]=1. The reactants are [Cl:1][C:2]1[N:3]=[C:4](Cl)[C:5]2[CH2:10][O:9][CH:8]([C:11]3[CH:16]=[CH:15][C:14]([F:17])=[CH:13][CH:12]=3)[C:6]=2[N:7]=1.Cl.[CH2:20]([NH2:22])[CH3:21]. (4) The reactants are [CH3:1][NH:2][C:3]1[CH:11]=[CH:10][C:6]([C:7](O)=O)=[CH:5][CH:4]=1.[CH3:12][O:13][C:14]1[CH:15]=[CH:16][C:17]([NH2:21])=[C:18]([SH:20])[CH:19]=1.C([O-])([O-])=O.[K+].[K+]. No catalyst specified. The product is [CH3:12][O:13][C:14]1[CH:15]=[CH:16][C:17]2[N:21]=[C:7]([C:6]3[CH:10]=[CH:11][C:3]([NH:2][CH3:1])=[CH:4][CH:5]=3)[S:20][C:18]=2[CH:19]=1. The yield is 0.210. (5) The reactants are OC(C(F)(F)F)=O.[OH:8][C@:9]([C:22]1[C:27]([C:28]2[CH:33]=[CH:32][CH:31]=[C:30]([CH3:34])[CH:29]=2)=[CH:26][C:25]([C:35]#[N:36])=[CH:24][CH:23]=1)([C@@H:16]1[CH2:21][CH2:20][CH2:19][NH:18][CH2:17]1)[CH2:10][CH2:11][CH2:12][CH2:13][O:14][CH3:15].[C:37]([O:41][C:42]([NH:44][C@H:45]1[C@@H:49]([OH:50])[CH2:48][C@@H:47]([C:51](O)=[O:52])[CH2:46]1)=[O:43])([CH3:40])([CH3:39])[CH3:38].CN(C(ON1N=NC2C=CC=CC1=2)=[N+](C)C)C.F[P-](F)(F)(F)(F)F.C1C=CC2N(O)N=NC=2C=1. The catalyst is CN(C=O)C.CCN(CC)CC. The product is [C:35]([C:25]1[CH:24]=[CH:23][C:22]([C@:9]([C@@H:16]2[CH2:21][CH2:20][CH2:19][N:18]([C:51]([C@H:47]3[CH2:46][C@@H:45]([NH:44][C:42](=[O:43])[O:41][C:37]([CH3:38])([CH3:40])[CH3:39])[C@@H:49]([OH:50])[CH2:48]3)=[O:52])[CH2:17]2)([OH:8])[CH2:10][CH2:11][CH2:12][CH2:13][O:14][CH3:15])=[C:27]([C:28]2[CH:33]=[CH:32][CH:31]=[C:30]([CH3:34])[CH:29]=2)[CH:26]=1)#[N:36]. The yield is 0.810.